Dataset: Full USPTO retrosynthesis dataset with 1.9M reactions from patents (1976-2016). Task: Predict the reactants needed to synthesize the given product. Given the product [CH:1]1[C:10]2[C:5](=[C:6]([N:11]3[CH2:16][CH2:15][N:14]([C:17]([O:19][C:20]([CH3:22])([CH3:21])[CH3:23])=[O:18])[CH2:13][C:12]3=[O:24])[CH:7]=[CH:8][CH:9]=2)[CH2:4][CH2:3][N:2]=1, predict the reactants needed to synthesize it. The reactants are: [CH:1]1[C:10]2[C:5](=[C:6]([N:11]3[CH2:16][CH2:15][N:14]([C:17]([O:19][C:20]([CH3:23])([CH3:22])[CH3:21])=[O:18])[CH2:13][C:12]3=[O:24])[CH:7]=[CH:8][CH:9]=2)[CH:4]=[CH:3][N:2]=1.N1C=CC(C2C=CC=C3C=2CCN=C3)=CC=1.